From a dataset of Catalyst prediction with 721,799 reactions and 888 catalyst types from USPTO. Predict which catalyst facilitates the given reaction. (1) The catalyst class is: 6. Product: [CH3:1][C:2]1[N:12]=[C:11]2[N:6]([CH2:7][CH2:8][CH2:9][CH:10]2[OH:13])[C:4](=[O:5])[C:3]=1[CH2:14][CH2:15][N:16]1[CH2:21][CH2:20][CH:19]([C:22]2[C:23]3[CH:24]=[CH:25][C:26]([F:31])=[CH:27][C:28]=3[O:29][N:30]=2)[CH2:18][CH2:17]1. Reactant: [CH3:1][C:2]1[N:12]=[C:11]2[N:6]([CH2:7][CH2:8][CH2:9][CH:10]2[OH:13])[C:4](=[O:5])[C:3]=1[CH2:14][CH2:15][N:16]1[CH2:21][CH2:20][CH:19]([C:22]2[C:23]3[CH:24]=[CH:25][C:26]([F:31])=[CH:27][C:28]=3[O:29][N:30]=2)[CH2:18][CH2:17]1.C([O-])(=O)C([O-])=O.N. (2) Reactant: [C:1]([C:3]1[CH:8]=[CH:7][C:6]([NH:9][C@H:10]([C:14]([OH:17])([CH3:16])[CH3:15])[C:11](O)=[O:12])=[C:5]([CH3:18])[C:4]=1[C:19]([F:22])([F:21])[F:20])#[N:2].[C:23]([C:25]1[CH:34]=[CH:33][C:28]([C:29]([NH:31][NH2:32])=[O:30])=[CH:27][CH:26]=1)#[N:24].OC1C2N=NNC=2C=CC=1.Cl.CN(C)CCCN=C=NCC. Product: [C:23]([C:25]1[CH:26]=[CH:27][C:28]([C:29]([NH:31][NH:32][C:11](=[O:12])[C@H:10]([NH:9][C:6]2[CH:7]=[CH:8][C:3]([C:1]#[N:2])=[C:4]([C:19]([F:22])([F:21])[F:20])[C:5]=2[CH3:18])[C:14]([OH:17])([CH3:16])[CH3:15])=[O:30])=[CH:33][CH:34]=1)#[N:24]. The catalyst class is: 56. (3) Reactant: C(OC([NH:8][C@@H:9]([C:14]([N:16]1[CH2:36][CH2:35][CH2:34][C@H:17]1[C:18]([NH:20][CH2:21][C:22]1[CH:27]=[C:26]([F:28])[CH:25]=[CH:24][C:23]=1[N:29]1[CH:33]=[N:32][CH:31]=[N:30]1)=[O:19])=[O:15])[CH2:10][CH:11]1[CH2:13][CH2:12]1)=O)(C)(C)C.Cl.CCOC(C)=O. Product: [CH:11]1([CH2:10][C@H:9]([C:14]([N:16]2[CH2:36][CH2:35][CH2:34][C@H:17]2[C:18]([NH:20][CH2:21][C:22]2[CH:27]=[C:26]([F:28])[CH:25]=[CH:24][C:23]=2[N:29]2[CH:33]=[N:32][CH:31]=[N:30]2)=[O:19])=[O:15])[NH2:8])[CH2:13][CH2:12]1. The catalyst class is: 25.